This data is from Full USPTO retrosynthesis dataset with 1.9M reactions from patents (1976-2016). The task is: Predict the reactants needed to synthesize the given product. (1) Given the product [NH2:3][C:8]1[N:9]=[C:10]([CH2:14][C:18](=[O:27])[CH2:19][CH2:20][CH3:21])[CH:11]=[CH:12][CH:13]=1, predict the reactants needed to synthesize it. The reactants are: C[Si](C)(C)[N:3]([C:8]1[CH:13]=[CH:12][CH:11]=[C:10]([CH3:14])[N:9]=1)[Si](C)(C)C.[Li+].[CH3:18][CH2:19][CH2:20][CH2-:21].C(#N)CCC.[OH2:27]. (2) Given the product [F:1][C:2]1[CH:9]=[C:8]([C:10]([F:13])([F:12])[F:11])[CH:7]=[CH:6][C:3]=1/[CH:4]=[N:20]/[S@@:18]([C:15]([CH3:17])([CH3:16])[CH3:14])=[O:19], predict the reactants needed to synthesize it. The reactants are: [F:1][C:2]1[CH:9]=[C:8]([C:10]([F:13])([F:12])[F:11])[CH:7]=[CH:6][C:3]=1[CH:4]=O.[CH3:14][C:15]([S@:18]([NH2:20])=[O:19])([CH3:17])[CH3:16]. (3) The reactants are: [CH3:1][OH:2].[CH:3]1[CH2:10]CCCC=C[CH:4]=1.[C]=[O:12].[CH:26]1[CH:31]=[CH:30][C:29](P([C:26]2[CH:31]=[CH:30][CH:29]=[CH:28][CH:27]=2)[C:26]2[CH:31]=[CH:30][CH:29]=[CH:28][CH:27]=2)=[CH:28][CH:27]=1. Given the product [CH:31]1([C:26]([O:2][CH3:1])=[O:12])[CH2:30][CH2:29][CH2:28][CH:27]=[CH:10][CH2:3][CH2:4]1.[CH:31]1([C:26]([O:2][CH3:1])=[O:12])[CH2:30][CH2:29][CH2:28][CH2:27][CH:4]=[CH:3][CH2:10]1.[CH:31]1([C:26]([O:2][CH3:1])=[O:12])[CH2:30][CH2:29][CH2:28][CH2:27][CH2:10][CH:3]=[CH:4]1, predict the reactants needed to synthesize it. (4) The reactants are: Cl[C:2]1[N:7]=[C:6]([NH:8][C:9]2[CH:14]=[CH:13][CH:12]=[C:11]([OH:15])[CH:10]=2)[C:5]([F:16])=[CH:4][N:3]=1.[NH:17]1[CH:21]=[CH:20][C:19]([C:22]2[CH:23]=[C:24]([CH:26]=[CH:27][CH:28]=2)[NH2:25])=[N:18]1. Given the product [F:16][C:5]1[C:6]([NH:8][C:9]2[CH:14]=[CH:13][CH:12]=[C:11]([OH:15])[CH:10]=2)=[N:7][C:2]([NH:25][C:24]2[CH:26]=[CH:27][CH:28]=[C:22]([C:19]3[CH:20]=[CH:21][NH:17][N:18]=3)[CH:23]=2)=[N:3][CH:4]=1, predict the reactants needed to synthesize it. (5) Given the product [CH:1]([CH2:4][C:5]([P:7](=[O:8])([O-:10])[O-:9])=[O:6])([CH3:3])[CH3:2].[Li+:15].[Li+:15], predict the reactants needed to synthesize it. The reactants are: [CH:1]([CH:4](C(C)C)[C:5]([P:7](=[O:10])([O-:9])[O-:8])=[O:6])([CH3:3])[CH3:2].[Br-].[Li+:15]. (6) Given the product [C:1]([C:8]1[CH:9]=[CH:10][C:11]([O:12][CH:13]([CH2:19][CH2:20][CH2:21][CH2:22][CH2:23][CH2:24][CH2:25][CH3:26])[C:14]([OH:16])=[O:15])=[CH:27][CH:28]=1)(=[O:7])[CH2:2][CH2:3][CH2:4][CH2:5][CH3:6], predict the reactants needed to synthesize it. The reactants are: [C:1]([C:8]1[CH:28]=[CH:27][C:11]([O:12][CH:13]([CH2:19][CH2:20][CH2:21][CH2:22][CH2:23][CH2:24][CH2:25][CH3:26])[C:14]([O:16]CC)=[O:15])=[CH:10][CH:9]=1)(=[O:7])[CH2:2][CH2:3][CH2:4][CH2:5][CH3:6].[OH-].[Li+]. (7) Given the product [C:25]([O:24][C:22]([N:21]([CH2:20][C:17]1[CH:18]=[CH:19][C:14]([N:11]2[CH2:12][CH2:13][N:8]([C:6]([O:5][C:1]([CH3:2])([CH3:3])[CH3:4])=[O:7])[CH2:9][CH2:10]2)=[CH:15][CH:16]=1)[CH2:29][CH2:30][C:31]1[CH:36]=[C:35]([O:37][CH3:38])[C:34]([NH:39][C:50]([NH:49][C:46]2[CH:45]=[N:44][C:43]([C:41]#[N:42])=[CH:48][N:47]=2)=[O:51])=[CH:33][C:32]=1[Cl:40])=[O:23])([CH3:26])([CH3:28])[CH3:27], predict the reactants needed to synthesize it. The reactants are: [C:1]([O:5][C:6]([N:8]1[CH2:13][CH2:12][N:11]([C:14]2[CH:19]=[CH:18][C:17]([CH2:20][N:21]([CH2:29][CH2:30][C:31]3[CH:36]=[C:35]([O:37][CH3:38])[C:34]([NH2:39])=[CH:33][C:32]=3[Cl:40])[C:22]([O:24][C:25]([CH3:28])([CH3:27])[CH3:26])=[O:23])=[CH:16][CH:15]=2)[CH2:10][CH2:9]1)=[O:7])([CH3:4])([CH3:3])[CH3:2].[C:41]([C:43]1[N:44]=[CH:45][C:46]([NH:49][C:50](=O)[O:51]C2C=CC=CC=2)=[N:47][CH:48]=1)#[N:42].